From a dataset of Catalyst prediction with 721,799 reactions and 888 catalyst types from USPTO. Predict which catalyst facilitates the given reaction. (1) The catalyst class is: 8. Reactant: [N+:1]([C:4]1[CH:5]=[CH:6][C:7]([NH2:10])=[N:8][CH:9]=1)([O-:3])=[O:2].Br[CH2:12][C:13](=O)[C:14]([O:16][CH2:17][CH3:18])=[O:15]. Product: [N+:1]([C:4]1[CH:5]=[CH:6][C:7]2[N:8]([CH:12]=[C:13]([C:14]([O:16][CH2:17][CH3:18])=[O:15])[N:10]=2)[CH:9]=1)([O-:3])=[O:2]. (2) Reactant: [Cl:1][C:2]1[CH:3]=[C:4]([CH:7]=[C:8]([Br:14])[C:9]=1[NH:10][CH2:11][CH2:12][CH3:13])[C:5]#[N:6].[H-].[Al+3].[Li+].[H-].[H-].[H-].O.O.O.O.O.O.O.O.O.O.S([O-])([O-])(=O)=O.[Na+].[Na+]. Product: [Cl:1][C:2]1[CH:3]=[C:4]([CH:7]=[C:8]([Br:14])[C:9]=1[NH:10][CH2:11][CH2:12][CH3:13])[CH2:5][NH2:6]. The catalyst class is: 1. (3) Reactant: [NH2:1][CH2:2][CH2:3][O:4][CH2:5][CH2:6][N:7]1[C:19]2[C:18]3[CH:17]=[CH:16][CH:15]=[CH:14][C:13]=3[N:12]=[C:11]([NH2:20])[C:10]=2[N:9]=[C:8]1[CH2:21][CH3:22].[C:23]1([N:29]=[C:30]=[O:31])[CH:28]=[CH:27][CH:26]=[CH:25][CH:24]=1. Product: [NH2:20][C:11]1[C:10]2[N:9]=[C:8]([CH2:21][CH3:22])[N:7]([CH2:6][CH2:5][O:4][CH2:3][CH2:2][NH:1][C:30]([NH:29][C:23]3[CH:28]=[CH:27][CH:26]=[CH:25][CH:24]=3)=[O:31])[C:19]=2[C:18]2[CH:17]=[CH:16][CH:15]=[CH:14][C:13]=2[N:12]=1. The catalyst class is: 2.